Dataset: Forward reaction prediction with 1.9M reactions from USPTO patents (1976-2016). Task: Predict the product of the given reaction. (1) Given the reactants [Cl:1][C:2]1[C:19]([Cl:20])=[CH:18][C:5]2[N:6]=[C:7]([C:9]3[CH:14]=[CH:13][C:12]([C:15](O)=[O:16])=[CH:11][CH:10]=3)[NH:8][C:4]=2[CH:3]=1.Cl.CN(C)CCCN=C=NCC.[CH3:33][N:34]1[C:39]([CH3:41])([CH3:40])[CH2:38][CH:37]([NH2:42])[CH2:36][C:35]1([CH3:44])[CH3:43], predict the reaction product. The product is: [Cl:1][C:2]1[C:19]([Cl:20])=[CH:18][C:5]2[N:6]=[C:7]([C:9]3[CH:10]=[CH:11][C:12]([C:15]([NH:42][CH:37]4[CH2:36][C:35]([CH3:43])([CH3:44])[N:34]([CH3:33])[C:39]([CH3:41])([CH3:40])[CH2:38]4)=[O:16])=[CH:13][CH:14]=3)[NH:8][C:4]=2[CH:3]=1. (2) The product is: [CH2:1]([O:3][C:4]([N:6]1[C:15]2[C:10](=[N:11][C:12]([O:16][CH3:17])=[CH:13][CH:14]=2)[C@@H:9]([NH:18][C:22]2[CH:27]=[CH:26][C:25]([Br:28])=[CH:24][N:23]=2)[CH2:8][C@H:7]1[CH2:19][CH3:20])=[O:5])[CH3:2]. Given the reactants [CH2:1]([O:3][C:4]([N:6]1[C:15]2[C:10](=[N:11][C:12]([O:16][CH3:17])=[CH:13][CH:14]=2)[C@@H:9]([NH2:18])[CH2:8][C@H:7]1[CH2:19][CH3:20])=[O:5])[CH3:2].Br[C:22]1[CH:27]=[CH:26][C:25]([Br:28])=[CH:24][N:23]=1.CC(C)([O-])C.[Na+].C1(P(C2CCCCC2)C2C=CC=CC=2C2C=CC=CC=2N(C)C)CCCCC1, predict the reaction product. (3) Given the reactants [C:1]([O:5][C:6](=[O:17])[CH2:7][CH2:8][C@H:9]([NH2:16])[CH:10]1[CH2:15][CH2:14][CH2:13][CH2:12][CH2:11]1)([CH3:4])([CH3:3])[CH3:2].[CH:18]([C:20]1[C:25]([N+:26]([O-:28])=[O:27])=[CH:24][N:23]=[C:22]([O:29][C:30]2[CH:35]=[CH:34][CH:33]=[CH:32][CH:31]=2)[CH:21]=1)=O.[BH-](OC(C)=O)(OC(C)=O)OC(C)=O.[Na+].CCOC(C)=O, predict the reaction product. The product is: [C:1]([O:5][C:6](=[O:17])[CH2:7][CH2:8][C@@H:9]([CH:10]1[CH2:11][CH2:12][CH2:13][CH2:14][CH2:15]1)[NH:16][CH2:18][C:20]1[C:25]([N+:26]([O-:28])=[O:27])=[CH:24][N:23]=[C:22]([O:29][C:30]2[CH:31]=[CH:32][CH:33]=[CH:34][CH:35]=2)[CH:21]=1)([CH3:4])([CH3:2])[CH3:3]. (4) Given the reactants Br[C:2]1[CH:7]=[C:6]([C:8]([F:11])([F:10])[F:9])[C:5]([O:12][CH3:13])=[CH:4][C:3]=1[C:14]1[CH:19]=[C:18]([CH:20]([CH3:22])[CH3:21])[CH:17]=[CH:16][C:15]=1[O:23][CH3:24].C([Li])CCC.CN(C)[CH:32]=[O:33].[Cl-].[NH4+], predict the reaction product. The product is: [CH:20]([C:18]1[CH:17]=[CH:16][C:15]([O:23][CH3:24])=[C:14]([C:3]2[C:2]([CH:32]=[O:33])=[CH:7][C:6]([C:8]([F:9])([F:11])[F:10])=[C:5]([O:12][CH3:13])[CH:4]=2)[CH:19]=1)([CH3:22])[CH3:21]. (5) Given the reactants [CH2:1]([NH:8][C:9]1[C:10]([NH2:16])=[CH:11][C:12]([CH3:15])=[CH:13][CH:14]=1)[C:2]1[CH:7]=[CH:6][CH:5]=[CH:4][CH:3]=1.C(N(CC)CC)C.[C:24]([NH:31][C@@H:32]([C:36](O)=[O:37])[CH:33]([CH3:35])[CH3:34])([O:26][C:27]([CH3:30])([CH3:29])[CH3:28])=[O:25].CN(C(ON1N=NC2C=CC=CC1=2)=[N+](C)C)C.[B-](F)(F)(F)F, predict the reaction product. The product is: [C:27]([O:26][C:24](=[O:25])[NH:31][CH:32]([C:36](=[O:37])[NH:16][C:10]1[CH:11]=[C:12]([CH3:15])[CH:13]=[CH:14][C:9]=1[NH:8][CH2:1][C:2]1[CH:3]=[CH:4][CH:5]=[CH:6][CH:7]=1)[CH:33]([CH3:34])[CH3:35])([CH3:28])([CH3:30])[CH3:29].